Dataset: Experimentally validated miRNA-target interactions with 360,000+ pairs, plus equal number of negative samples. Task: Binary Classification. Given a miRNA mature sequence and a target amino acid sequence, predict their likelihood of interaction. (1) The miRNA is ath-miR172d-3p with sequence AGAAUCUUGAUGAUGCUGCAG. The protein sequence of the target gene is MWDLNDAPHQTQREEESEEFCYSSPSKRVGSFSNSSSSAVVIEDGSDDDELNRVRPNNPLVTHQFFPEMDSNGGGVASGFPRAHWFGVKFCQSDLATGSSAGKATNVAAAVVEPAQPLKKSRRGPRSRSSQYRGVTFYRRTGRWESHIWDCGKQVYLGGFDTAHAAARAYDRAAIKFRGVEADINFNIDDYDDDLKQMTNLTKEEFVHVLRRQSTGFPRGSSKYRGVTLHKCGRWEARMGQFLGKKYVYLGLFDTEVEAARAYDKAAIKCNGKDAVTNFDPSIYDEELNAESSGNPTTPQ.... Result: 1 (interaction). (2) The miRNA is mmu-miR-340-5p with sequence UUAUAAAGCAAUGAGACUGAUU. The protein sequence of the target gene is MEEKQQIILANQDGGTVTGGAPTFFVILKQPGNGKTDQGILVTNRDARALLSRESSPGKSKEKICLPADCTVGKITVTLDNNSMWNEFHNRSTEMILTKQGRRMFPYCRYWITGLDSNLKYILVMDISPVDSHRYKWNGRWWEPSGKAEPHILGRVFIHPESPSTGHYWMHQPVSFYKLKLTNNTLDQEGHIILHSMHRYLPRLHLVPAEKATEVIQLNGPGVHTFTFPQTEFFAVTAYQNIQITQLKIDYNPFAKGFRDDGLSSKPQREGKQRNSSDQEGNSVSSSPAHRVRLTEGEGS.... Result: 1 (interaction). (3) The miRNA is hsa-miR-615-3p with sequence UCCGAGCCUGGGUCUCCCUCUU. The protein sequence of the target gene is MKTRQNKDSMSMRSGRKKEAPGPREELRSRGRASPGGVSTSSSDGKAEKSRQTAKKARVEEASTPKVNKQGRSEEISESESEETNAPKKTKTEQELPRPQSPSDLDSLDGRSLNDDGSSDPRDIDQDNRSTSPSIYSPGSVENDSDSSSGLSQGPARPYHPPPLFPPSPQPPDSTPRQPEASFEPHPSVTPTGYHAPMEPPTSRMFQAPPGAPPPHPQLYPGGTGGVLSGPPMGPKGGGAASSVGGPNGGKQHPPPTTPISVSSSGASGAPPTKPPTTPVGGGNLPSAPPPANFPHVTPN.... Result: 1 (interaction). (4) The miRNA is hsa-miR-6744-5p with sequence UGGAUGACAGUGGAGGCCU. The protein sequence of the target gene is MGTLATRAACHGAHLALALLLLLSLSGPWLSAVVPGTPPLFNVSLDAAPEQRWLPMLRHYDPDFLRTAVAQVIGDRVPQWVLGMVGEIVSKVESFLPQPFTDEIRSICDSLNLSLADGILVNLAYEASAFCTSIVAQDSQGHIYHGRNLDYPFGKILRKLTANVQFIKNGQIAFTGTTFVGYVGLWTGQSPHKFTISGDERDKGWWWENMIAALSLGHSPISWLIRKTLSESESFEAAVYTLAKTPLIADVYYIVGGTSPKEGVVITRDRGGPADIWPLDPLNGEWFRVETNYDHWKPAP.... Result: 0 (no interaction). (5) The miRNA is rno-miR-129-5p with sequence CUUUUUGCGGUCUGGGCUUGC. The protein sequence of the target gene is MSWATRPPFLPPRHAAGQCGPVGVRKEMHCGVASRWRRRRPWLDPAAAAAAAGEQQALEPEPGEAGRDGMGDSGRDSRSPDSSSPNPLSQGIRPSSPPGPPLTPSAPPPPMPPPPLGSPFPVISSSMGSPGLPPPAPPGFSGPVSSPQINSTVSLPGGGSGPPEDVKPPVLGVRGLHCPPPPGGPGAGKRLCAICGDRSSGKHYGVYSCEGCKGFFKRTIRKDLTYSCRDNKDCTVDKRQRNRCQYCRYQKCLATGMKREAVQEERQRGKDKDGDGDGAGGAPEEMPVDRILEAELAVEQ.... Result: 0 (no interaction). (6) The miRNA is hsa-miR-4646-5p with sequence ACUGGGAAGAGGAGCUGAGGGA. The protein sequence of the target gene is MRLPDLRPWTSLLLVDAALLWLLQGPLGTLLPQGLPGLWLEGTLRLGGLWGLLKLRGLLGFVGTLLLPLCLATPLTVSLRALVAGASRAPPARVASAPWSWLLVGYGAAGLSWSLWAVLSPPGAQEKEQDQVNNKVLMWRLLKLSRPDLPLLVAAFFFLVLAVLGETLIPHYSGRVIDILGGDFDPHAFASAIFFMCLFSFGSSLSAGCRGGCFTYTMSRINLRIREQLFSSLLRQDLGFFQETKTGELNSRLSSDTTLMSNWLPLNANVLLRSLVKVVGLYGFMLSISPRLTLLSLLHM.... Result: 0 (no interaction). (7) The miRNA is hsa-let-7a-5p with sequence UGAGGUAGUAGGUUGUAUAGUU. The protein sequence of the target gene is MGSSQSVEIPGGGTEGYHVLRVQENSPGHRAGLEPFFDFIVSINGSRLNKDNDTLKDLLKANVEKPVKMLIYSSKTLELRETSVTPSNLWGGQGLLGVSIRFCSFDGANENVWHVLEVESNSPAALAGLRPHSDYIIGADTVMNESEDLFSLIETHEAKPLKLYVYNTDTDNCREVIITPNSAWGGEGSLGCGIGYGYLHRIPTRPFEEGKKISLPGQMAGTPITPLKDGFTEVQLSSVNPPSLSPPGTTGIEQSLTGLSISSTPPAVSSVLSTGVPTVPLLPPQVNQSLTSVPPMNPAT.... Result: 1 (interaction). (8) The miRNA is hsa-miR-195-5p with sequence UAGCAGCACAGAAAUAUUGGC. The protein sequence of the target gene is MGAMGAAEPLHSVLWVKRRRCAVSLEPARALLRWWRSPEPGPSAPGADARSVLVSEIIAVEEKDDCEKHASSGRWHKMENPFAFTVHRVKRVRHHRWKWARVTFWSADEQLCHLWLQTLRGLLESLTSRPKHLLVFINPFGGKGQGKRIYEKTVAPLFTLASITTEIIITEHANQAKETLYEINTDSYDGIVCVGGDGMFSEVLHGVIGRTQQSAGIDPNHPRAVLVPSTLRIGIIPAGSTDCVCYSTVGTNDAETSALHIIIGDSLAIDVSSVHYHNTLLRYSVSLLGYGFYGDLIKDS.... Result: 0 (no interaction). (9) The miRNA is hsa-miR-6774-5p with sequence ACUUGGGCAGGAGGGACCCUGUAUG. The protein sequence of the target gene is MSAEEMVQIRLEDRCYPVSKSKLIEQSDYFRALYRSGMREAVRPEVGPEVQQLRGLSAPGLRLVLDFINAGGAREGWGLSEDELAEASVLSEMVEAASFLQVTALLRLLLSHVRLGNCLELYRLAQVYGLPDLQDACLRFMVLRFHQVLCQPQFPLLLSPPQAPGDCSLKQRLREARMRGTPVLVALGDFLGGPLAPHPYQGEPPSMLRYEETTERWFPLANNLPPDLVNVRGYGSAILDNYLFIVGGYRITSQEISAAHSYNPITNEWLQVASMNQKRSNFKLVAVNSKLYAIGGQAVS.... Result: 0 (no interaction).